Dataset: Peptide-MHC class I binding affinity with 185,985 pairs from IEDB/IMGT. Task: Regression. Given a peptide amino acid sequence and an MHC pseudo amino acid sequence, predict their binding affinity value. This is MHC class I binding data. (1) The peptide sequence is ILANERYRSA. The MHC is HLA-A02:01 with pseudo-sequence HLA-A02:01. The binding affinity (normalized) is 0.382. (2) The peptide sequence is KQFDTYNLW. The MHC is HLA-B15:01 with pseudo-sequence HLA-B15:01. The binding affinity (normalized) is 0.493. (3) The peptide sequence is QPQQSPQFF. The MHC is HLA-A24:03 with pseudo-sequence HLA-A24:03. The binding affinity (normalized) is 0.0847. (4) The peptide sequence is AMALSIVSLF. The MHC is HLA-B44:02 with pseudo-sequence HLA-B44:02. The binding affinity (normalized) is 0.421. (5) The peptide sequence is ISLQEVFTM. The MHC is HLA-A03:01 with pseudo-sequence HLA-A03:01. The binding affinity (normalized) is 0.0847. (6) The binding affinity (normalized) is 0.569. The peptide sequence is LVMAFIAFLR. The MHC is HLA-A33:01 with pseudo-sequence HLA-A33:01. (7) The peptide sequence is FEDQLLPFMS. The MHC is HLA-B44:02 with pseudo-sequence HLA-B44:02. The binding affinity (normalized) is 0.